This data is from Full USPTO retrosynthesis dataset with 1.9M reactions from patents (1976-2016). The task is: Predict the reactants needed to synthesize the given product. (1) The reactants are: C([O:4][CH2:5][CH2:6][N:7]1[C:11]2[CH:12]=[CH:13][C:14]([NH:16][S:17]([C:20]3[CH:25]=[CH:24][C:23]([NH:26][C:27](=[O:29])[CH3:28])=[CH:22][CH:21]=3)(=[O:19])=[O:18])=[CH:15][C:10]=2[N:9]=[C:8]1[C:30]([CH3:33])([CH3:32])[CH3:31])(=O)C.[OH-].[Na+]. Given the product [C:30]([C:8]1[N:7]([CH2:6][CH2:5][OH:4])[C:11]2[CH:12]=[CH:13][C:14]([NH:16][S:17]([C:20]3[CH:21]=[CH:22][C:23]([NH:26][C:27](=[O:29])[CH3:28])=[CH:24][CH:25]=3)(=[O:18])=[O:19])=[CH:15][C:10]=2[N:9]=1)([CH3:33])([CH3:31])[CH3:32], predict the reactants needed to synthesize it. (2) Given the product [S:9]1[C:13]([C:6]2[CH:5]=[CH:4][N:3]=[C:2]([NH:21][CH:22]3[CH2:27][C:26]([CH3:28])([CH3:29])[N:25]([OH:30])[C:24]([CH3:32])([CH3:31])[CH2:23]3)[N:7]=2)=[CH:12][C:11]2[CH:17]=[CH:18][CH:19]=[CH:20][C:10]1=2, predict the reactants needed to synthesize it. The reactants are: Cl[C:2]1[N:7]=[C:6](Cl)[CH:5]=[CH:4][N:3]=1.[S:9]1[C:13](B(O)O)=[CH:12][C:11]2[CH:17]=[CH:18][CH:19]=[CH:20][C:10]1=2.[NH2:21][CH:22]1[CH2:27][C:26]([CH3:29])([CH3:28])[N:25]([OH:30])[C:24]([CH3:32])([CH3:31])[CH2:23]1. (3) Given the product [CH3:1][O:2][C:3](=[O:17])/[C:4](/[C:6]1[CH:11]=[CH:10][C:9]([S:12]([CH3:15])(=[O:14])=[O:13])=[C:8]([Cl:16])[CH:7]=1)=[N:23]/[O:22][CH:19]([CH3:21])[CH3:20], predict the reactants needed to synthesize it. The reactants are: [CH3:1][O:2][C:3](=[O:17])[C:4]([C:6]1[CH:11]=[CH:10][C:9]([S:12]([CH3:15])(=[O:14])=[O:13])=[C:8]([Cl:16])[CH:7]=1)=O.Cl.[CH:19]([O:22][NH2:23])([CH3:21])[CH3:20]. (4) Given the product [C:1]1([P:7](=[O:8])([O-:10])[O-:9])[CH:6]=[CH:5][CH:4]=[CH:3][CH:2]=1.[Cu+2:21], predict the reactants needed to synthesize it. The reactants are: [C:1]1([P:7](=[O:10])([OH:9])[OH:8])[CH:6]=[CH:5][CH:4]=[CH:3][CH:2]=1.O.O.O.O.O.S([O-])([O-])(=O)=O.[Cu+2:21].